Predict the reaction yield, written as a fraction of the theoretical maximum amount of product (1.0 means a 100% yield; for example, 0.34 means a 34% yield). From a dataset of Reaction yield outcomes from USPTO patents with 853,638 reactions. (1) The reactants are [OH-].[Na+].[F:3][C:4]1[CH:9]=[CH:8][C:7]([F:10])=[CH:6][C:5]=1[SH:11].Cl[CH2:13][CH2:14][C:15]([OH:17])=[O:16].Cl. The catalyst is O. The product is [F:3][C:4]1[CH:9]=[CH:8][C:7]([F:10])=[CH:6][C:5]=1[S:11][CH2:13][CH2:14][C:15]([OH:17])=[O:16]. The yield is 1.00. (2) The reactants are N12CCCN=C1CCCCC2.[Br:12][C:13]1[CH:14]=[CH:15][C:16]([F:36])=[C:17]([C:19]2([CH:33]([F:35])[F:34])[CH2:23]OS(=O)(=O)[N:20]2C(OC(C)(C)C)=O)[CH:18]=1.[NH:37]1[CH:41]=[CH:40][N:39]=[C:38]1[C:42]([O:44][CH2:45][CH3:46])=[O:43]. The catalyst is C1(C)C=CC=CC=1.Cl.O1CCOCC1. The product is [NH2:20][C:19]([C:17]1[CH:18]=[C:13]([Br:12])[CH:14]=[CH:15][C:16]=1[F:36])([CH:33]([F:34])[F:35])[CH2:23][N:37]1[CH:41]=[CH:40][N:39]=[C:38]1[C:42]([O:44][CH2:45][CH3:46])=[O:43]. The yield is 0.870. (3) The reactants are [CH3:1][O:2][C:3]1[CH:8]=[CH:7][C:6]([CH2:9]O)=[CH:5][CH:4]=1.C1(P(C2C=CC=CC=2)C2C=CC=CC=2)C=CC=CC=1.[CH2:30]([O:34][C:35]([NH:37][S:38]([NH:41][CH2:42][C:43]([O:45][CH2:46][CH3:47])=[O:44])(=[O:40])=[O:39])=[O:36])[CH2:31][CH2:32][CH3:33].CC(OC(/N=N/C(OC(C)C)=O)=O)C. The catalyst is C1COCC1. The product is [CH2:30]([O:34][C:35]([N:37]([CH2:9][C:6]1[CH:5]=[CH:4][C:3]([O:2][CH3:1])=[CH:8][CH:7]=1)[S:38]([NH:41][CH2:42][C:43]([O:45][CH2:46][CH3:47])=[O:44])(=[O:39])=[O:40])=[O:36])[CH2:31][CH2:32][CH3:33]. The yield is 0.690. (4) The reactants are [Br:1][C:2]1[CH:3]=[C:4]2[C:10]([OH:11])=[N:9][N:8]([CH2:12][C:13]3[CH:18]=[CH:17][C:16]([O:19][CH3:20])=[CH:15][CH:14]=3)[C:5]2=[N:6][CH:7]=1.[H-].[Na+].[CH3:23]I. The catalyst is CN(C=O)C. The product is [Br:1][C:2]1[CH:3]=[C:4]2[C:10]([O:11][CH3:23])=[N:9][N:8]([CH2:12][C:13]3[CH:18]=[CH:17][C:16]([O:19][CH3:20])=[CH:15][CH:14]=3)[C:5]2=[N:6][CH:7]=1. The yield is 0.300. (5) The reactants are [O:1]([CH2:8][C:9]1[CH:17]=[CH:16][CH:15]=[CH:14][C:10]=1[C:11]([OH:13])=O)[C:2]1[CH:7]=[CH:6][CH:5]=[CH:4][CH:3]=1.FC(F)(F)C(OC(=O)C(F)(F)F)=O.B(F)(F)F.CCOCC. The catalyst is C(Cl)Cl. The product is [CH:4]1[C:3]2[C:11](=[O:13])[C:10]3[CH:14]=[CH:15][CH:16]=[CH:17][C:9]=3[CH2:8][O:1][C:2]=2[CH:7]=[CH:6][CH:5]=1. The yield is 0.980. (6) The reactants are Cl.Cl.[NH2:3][CH:4]1[CH2:13][C:12]2[C:7](=[CH:8][N:9]=[CH:10][CH:11]=2)[NH:6][C:5]1=[O:14].C(OC(=O)[NH:21][C@H:22]([CH2:34][C:35]1[CH:40]=[CH:39][CH:38]=[CH:37][C:36]=1[F:41])[CH2:23][C:24](ON1C(=O)CCC1=O)=[O:25])(C)(C)C.C(N(CC)CC)C.Cl. The catalyst is C(#N)C.O1CCOCC1. The product is [NH2:21][C@H:22]([CH2:34][C:35]1[CH:40]=[CH:39][CH:38]=[CH:37][C:36]=1[F:41])[CH2:23][C:24]([NH:3][CH:4]1[CH2:13][C:12]2[C:7](=[CH:8][N:9]=[CH:10][CH:11]=2)[NH:6][C:5]1=[O:14])=[O:25]. The yield is 0.540. (7) The catalyst is O1CCOCC1.C(OCC)(=O)C. The product is [CH2:1]([N:3]([CH2:4][C:5]([N:7]1[CH2:12][CH2:11][S:10][C:9]2[CH:13]=[CH:14][C:15]([N+:17]([O-:19])=[O:18])=[CH:16][C:8]1=2)=[O:6])[C:27](=[O:28])[O:29][C:30]([CH3:33])([CH3:32])[CH3:31])[CH3:2]. The reactants are [CH2:1]([NH:3][CH2:4][C:5]([N:7]1[CH2:12][CH2:11][S:10][C:9]2[CH:13]=[CH:14][C:15]([N+:17]([O-:19])=[O:18])=[CH:16][C:8]1=2)=[O:6])[CH3:2].C(N(CC)CC)C.[C:27](O[C:27]([O:29][C:30]([CH3:33])([CH3:32])[CH3:31])=[O:28])([O:29][C:30]([CH3:33])([CH3:32])[CH3:31])=[O:28]. The yield is 0.980.